This data is from Full USPTO retrosynthesis dataset with 1.9M reactions from patents (1976-2016). The task is: Predict the reactants needed to synthesize the given product. (1) Given the product [ClH:17].[Cl:17][C:13]1[CH:14]=[C:15]2[C:10](=[CH:11][C:12]=1[CH3:18])[CH2:9][NH:8][CH2:16]2, predict the reactants needed to synthesize it. The reactants are: C(OC([N:8]1[CH2:16][C:15]2[C:10](=[CH:11][C:12]([CH3:18])=[C:13]([Cl:17])[CH:14]=2)[CH2:9]1)=O)(C)(C)C.Cl. (2) The reactants are: [F:1][C:2]1[CH:3]=[CH:4][C:5]([O:39][CH3:40])=[C:6]([C:8]([CH3:38])([CH3:37])[CH2:9][C:10]([OH:36])([C:32]([F:35])([F:34])[F:33])[CH2:11][NH:12][C:13]2[CH:21]=[C:20]([CH3:22])[CH:19]=[C:18]3[C:14]=2[CH:15]=[N:16][N:17]3[C:23]2[CH:24]=[C:25]([CH:29]=[CH:30][CH:31]=2)[C:26](O)=[O:27])[CH:7]=1.[NH:41]1[CH2:48][CH2:47][CH2:46][C@H:42]1[C:43]([NH2:45])=[O:44]. Given the product [F:1][C:2]1[CH:3]=[CH:4][C:5]([O:39][CH3:40])=[C:6]([C:8]([CH3:37])([CH3:38])[CH2:9][C:10]([OH:36])([C:32]([F:34])([F:35])[F:33])[CH2:11][NH:12][C:13]2[CH:21]=[C:20]([CH3:22])[CH:19]=[C:18]3[C:14]=2[CH:15]=[N:16][N:17]3[C:23]2[CH:24]=[C:25]([C:26]([N:41]3[CH2:48][CH2:47][CH2:46][C@H:42]3[C:43]([NH2:45])=[O:44])=[O:27])[CH:29]=[CH:30][CH:31]=2)[CH:7]=1, predict the reactants needed to synthesize it.